From a dataset of Aqueous solubility values for 9,982 compounds from the AqSolDB database. Regression/Classification. Given a drug SMILES string, predict its absorption, distribution, metabolism, or excretion properties. Task type varies by dataset: regression for continuous measurements (e.g., permeability, clearance, half-life) or binary classification for categorical outcomes (e.g., BBB penetration, CYP inhibition). For this dataset (solubility_aqsoldb), we predict Y. (1) The molecule is O=C(O)CCCCCn1ccccc1=O. The Y is -0.640 log mol/L. (2) The drug is C=C(C)C(=O)OCCCC. The Y is -2.54 log mol/L. (3) The compound is CC(=O)OCCOCn1cnc2c(=O)[nH]c(N)nc21. The Y is -2.70 log mol/L. (4) The compound is COC1=C/C(=N/N(O)c2ccc(N/N=C3/C(=O)c4c(O)cc(S(=O)(=O)[O-])cc4C=C3S(=O)(=O)[O-])c(OC)c2)C=C/C1=N/N=C1\C(=O)c2c(O)cc(S(=O)(=O)[O-])cc2C=C1S(=O)(=O)[O-].[Li+].[Li+].[Na+].[Na+]. The Y is -0.909 log mol/L.